Dataset: Catalyst prediction with 721,799 reactions and 888 catalyst types from USPTO. Task: Predict which catalyst facilitates the given reaction. Reactant: O[C:2]1[C:7]([C:8](=[O:10])[CH3:9])=[C:6](OC)[C:5](OC)=[C:4](OC)[CH:3]=1.CO[C:19]1[CH:26]=[CH:25][C:22]([CH:23]=O)=[CH:21][CH:20]=1.CC([O-])(C)C.[K+]. Product: [C:22]1([CH:23]=[CH:9][C:8]([C:7]2[CH:6]=[CH:5][CH:4]=[CH:3][CH:2]=2)=[O:10])[CH:25]=[CH:26][CH:19]=[CH:20][CH:21]=1. The catalyst class is: 8.